Dataset: Catalyst prediction with 721,799 reactions and 888 catalyst types from USPTO. Task: Predict which catalyst facilitates the given reaction. (1) Reactant: [CH:1]1([N:4]2[CH2:9][C:8]3([CH2:14][CH2:13][N:12]([S:15]([C:18]4[CH:23]=[CH:22][C:21](B5OC(C)(C)C(C)(C)O5)=[CH:20][CH:19]=4)(=[O:17])=[O:16])[CH2:11][CH2:10]3)[O:7][CH2:6][C:5]2=[O:33])[CH2:3][CH2:2]1.Br[C:35]1[CH:44]=[C:43]2[C:38]([CH:39]=[C:40]([F:45])[CH:41]=[N:42]2)=[CH:37][CH:36]=1.C(=O)([O-])[O-].[K+].[K+]. Product: [CH:1]1([N:4]2[CH2:9][C:8]3([CH2:14][CH2:13][N:12]([S:15]([C:18]4[CH:19]=[CH:20][C:21]([C:35]5[CH:44]=[C:43]6[C:38]([CH:39]=[C:40]([F:45])[CH:41]=[N:42]6)=[CH:37][CH:36]=5)=[CH:22][CH:23]=4)(=[O:17])=[O:16])[CH2:11][CH2:10]3)[O:7][CH2:6][C:5]2=[O:33])[CH2:2][CH2:3]1. The catalyst class is: 70. (2) Reactant: [C:1]([CH:6]=P(C1C=CC=CC=1)(C1C=CC=CC=1)C1C=CC=CC=1)([O:3][CH2:4][CH3:5])=[O:2].[CH3:26][O:27][C:28]1[CH:29]=[C:30]([N:36]2[CH2:41][CH2:40][N:39]([C:42]([C:44]3[N:48]([C:49]4[CH:54]=[CH:53][CH:52]=[CH:51][CH:50]=4)[N:47]=[C:46](C=O)[CH:45]=3)=[O:43])[CH2:38][CH2:37]2)[CH:31]=[C:32]([O:34][CH3:35])[CH:33]=1.[CH3:57]OC1C=C(/C=C/C(/O)=C/C(/C=C/C2C=CC(O)=C(OC)C=2)=O)C=CC=1O. Product: [CH3:35][O:34][C:32]1[CH:31]=[C:30]([N:36]2[CH2:41][CH2:40][N:39]([C:42]([C:44]3[N:48]([C:49]4[CH:50]=[CH:51][CH:52]=[CH:53][CH:54]=4)[N:47]=[C:46](/[CH:57]=[CH:6]/[C:1]([O:3][CH2:4][CH3:5])=[O:2])[CH:45]=3)=[O:43])[CH2:38][CH2:37]2)[CH:29]=[C:28]([O:27][CH3:26])[CH:33]=1. The catalyst class is: 1. (3) Reactant: [N+:1]([C:4]1[CH:5]=[C:6]([NH:10][C:11]2[CH:19]=[C:18]3[C:14]([C:15]([CH:28]=[CH:29][C:30]4[CH:35]=[CH:34][CH:33]=[CH:32][CH:31]=4)=[N:16][N:17]3[CH2:20][O:21][CH2:22][CH2:23][Si:24]([CH3:27])([CH3:26])[CH3:25])=[CH:13][CH:12]=2)[CH:7]=[CH:8][CH:9]=1)([O-:3])=[O:2].[CH3:36]OS(OC)(=O)=O.[Li+].C[Si]([N-][Si](C)(C)C)(C)C. Product: [CH3:36][N:10]([C:6]1[CH:7]=[CH:8][CH:9]=[C:4]([N+:1]([O-:3])=[O:2])[CH:5]=1)[C:11]1[CH:19]=[C:18]2[C:14]([C:15]([CH:28]=[CH:29][C:30]3[CH:31]=[CH:32][CH:33]=[CH:34][CH:35]=3)=[N:16][N:17]2[CH2:20][O:21][CH2:22][CH2:23][Si:24]([CH3:27])([CH3:25])[CH3:26])=[CH:13][CH:12]=1. The catalyst class is: 1. (4) Reactant: [Cl:1][C:2]1[N:3]=[C:4]2[CH:9]=[CH:8][C:7]([CH:10]3[CH2:12][CH2:11]3)=[N:6][N:5]2[C:13]=1[S:14]([N:17]=CN(CC(C)C)CC(C)C)(=[O:16])=[O:15].Cl. Product: [Cl:1][C:2]1[N:3]=[C:4]2[CH:9]=[CH:8][C:7]([CH:10]3[CH2:12][CH2:11]3)=[N:6][N:5]2[C:13]=1[S:14]([NH2:17])(=[O:15])=[O:16]. The catalyst class is: 12.